Dataset: Forward reaction prediction with 1.9M reactions from USPTO patents (1976-2016). Task: Predict the product of the given reaction. Given the reactants [NH2:1][C:2]1[CH:25]=[CH:24][C:5]2[C:6]([CH2:9]CC3CCN(CC4C=CC=CC=4)CC3)=[N:7][O:8][C:4]=2[CH:3]=1.[CH2:26]([O:29][CH2:30][CH2:31]Br)[CH2:27]Br.C(N(C(C)C)CC)(C)C, predict the reaction product. The product is: [CH3:9][C:6]1[C:5]2[CH:24]=[CH:25][C:2]([N:1]3[CH2:31][CH2:30][O:29][CH2:26][CH2:27]3)=[CH:3][C:4]=2[O:8][N:7]=1.